Dataset: Full USPTO retrosynthesis dataset with 1.9M reactions from patents (1976-2016). Task: Predict the reactants needed to synthesize the given product. (1) The reactants are: [C:1]12([C:12]3[C:7](=[CH:8][CH:9]=[C:10]([OH:13])[CH:11]=3)[CH2:6][O:5]1)[CH2:4][CH2:3][CH2:2]2.C(#N)C.Cl[C:18]1[N:23]=[CH:22][C:21]([N+:24]([O-])=O)=[CH:20][N:19]=1.Cl. Given the product [C:1]12([C:12]3[CH:11]=[C:10]([O:13][C:18]4[N:23]=[CH:22][C:21]([NH2:24])=[CH:20][N:19]=4)[CH:9]=[CH:8][C:7]=3[CH2:6][O:5]1)[CH2:4][CH2:3][CH2:2]2, predict the reactants needed to synthesize it. (2) Given the product [N:1]1[C:10]2[C:5](=[CH:6][CH:7]=[CH:8][CH:9]=2)[CH:4]=[CH:3][C:2]=1[C:11]([Cl:16])=[O:13], predict the reactants needed to synthesize it. The reactants are: [N:1]1[C:10]2[C:5](=[CH:6][CH:7]=[CH:8][CH:9]=2)[CH:4]=[CH:3][C:2]=1[C:11]([OH:13])=O.S(Cl)([Cl:16])=O. (3) Given the product [Cl:14][C:10]1[CH:9]=[C:8]([C:6]2[N:5]=[C:4]3[CH2:15][CH2:16][CH2:17][C:3]3=[C:2]([NH:24][C:23]3[CH:25]=[CH:26][C:20]([CH:18]=[CH2:19])=[CH:21][CH:22]=3)[CH:7]=2)[CH:13]=[CH:12][CH:11]=1, predict the reactants needed to synthesize it. The reactants are: Cl[C:2]1[CH:7]=[C:6]([C:8]2[CH:13]=[CH:12][CH:11]=[C:10]([Cl:14])[CH:9]=2)[N:5]=[C:4]2[CH2:15][CH2:16][CH2:17][C:3]=12.[CH:18]([C:20]1[CH:26]=[CH:25][C:23]([NH2:24])=[CH:22][CH:21]=1)=[CH2:19]. (4) Given the product [N:3]1[CH:4]=[CH:5][CH:6]=[C:7]([C:35]([CH:22]2[CH:21]([C:18]3[CH:17]=[CH:16][C:15]([C:13]#[N:14])=[CH:20][CH:19]=3)[CH2:25][CH2:24][O:23]2)=[O:36])[CH:2]=1, predict the reactants needed to synthesize it. The reactants are: Br[C:2]1[CH:7]=[CH:6][CH:5]=[CH:4][N:3]=1.[Li]CCCC.[C:13]([C:15]1[CH:20]=[CH:19][C:18]([C:21]2(C#N)[CH2:25][CH2:24][O:23][CH2:22]2)=[CH:17][CH:16]=1)#[N:14].OS(O)(=O)=O.C1C[O:36][CH2:35]C1. (5) Given the product [Br:1][C:2]1[CH:10]=[CH:9][CH:8]=[C:7]2[C:3]=1[C:4]1([CH2:12][O:13][C:15]3[CH:16]=[C:17]4[C:18](=[CH:22][C:14]1=3)[CH2:19][CH2:20][O:21]4)[C:5](=[O:11])[NH:6]2, predict the reactants needed to synthesize it. The reactants are: [Br:1][C:2]1[CH:10]=[CH:9][CH:8]=[C:7]2[C:3]=1[C:4]([C:14]1[C:15](O)=[CH:16][C:17]3[O:21][CH2:20][CH2:19][C:18]=3[CH:22]=1)([CH2:12][OH:13])[C:5](=[O:11])[NH:6]2.C(P(CCCC)CCCC)CCC.N(C(OC(C)(C)C)=O)=NC(OC(C)(C)C)=O. (6) Given the product [Cl:1][C:2]1[CH:7]=[CH:6][CH:5]=[CH:4][C:3]=1[CH:8]([C:20]1[CH:28]=[CH:27][C:23]([C:24]([N:37]([CH3:38])[CH:34]2[CH2:35][CH2:36][N:31]([CH3:30])[CH2:32][CH2:33]2)=[O:26])=[C:22]([F:29])[CH:21]=1)[CH2:9][C:10]([C:12]1[CH:17]=[CH:16][C:15](=[O:18])[N:14]([CH3:19])[CH:13]=1)=[O:11], predict the reactants needed to synthesize it. The reactants are: [Cl:1][C:2]1[CH:7]=[CH:6][CH:5]=[CH:4][C:3]=1[CH:8]([C:20]1[CH:28]=[CH:27][C:23]([C:24]([OH:26])=O)=[C:22]([F:29])[CH:21]=1)[CH2:9][C:10]([C:12]1[CH:17]=[CH:16][C:15](=[O:18])[N:14]([CH3:19])[CH:13]=1)=[O:11].[CH3:30][N:31]1[CH2:36][CH2:35][CH:34]([NH:37][CH3:38])[CH2:33][CH2:32]1.CN([P+](ON1N=NC2C=CC=CC1=2)(N(C)C)N(C)C)C.F[P-](F)(F)(F)(F)F. (7) Given the product [C:59]([C:63]1[CH:64]=[CH:65][C:66]([C:67]([N:14]2[CH2:15][CH2:16][C:10]3([O:9][N:8]=[C:7]([C:1]4[CH:2]=[CH:3][CH:4]=[CH:5][CH:6]=4)[CH2:11]3)[CH2:12][CH2:13]2)=[O:68])=[CH:70][CH:71]=1)([CH3:62])([CH3:60])[CH3:61], predict the reactants needed to synthesize it. The reactants are: [C:1]1([C:7]2[CH2:11][C:10]3([CH2:16][CH2:15][NH:14][CH2:13][CH2:12]3)[O:9][N:8]=2)[CH:6]=[CH:5][CH:4]=[CH:3][CH:2]=1.C(N(C(C)C)C(C)C)C.O.ON1C2C=CC=CC=2N=N1.F[B-](F)(F)F.N1(OC(N(C)C)=[N+](C)C)C2C=CC=CC=2N=N1.[C:59]([C:63]1[CH:71]=[CH:70][C:66]([C:67](O)=[O:68])=[CH:65][CH:64]=1)([CH3:62])([CH3:61])[CH3:60]. (8) Given the product [ClH:1].[C:2]([O:5][C:6]1[S:14][C:13]2[CH2:12][CH2:11][N:10]([CH:15]([C:23]([CH:25]3[CH2:27][CH2:26]3)=[O:24])[C:16]3[CH:21]=[CH:20][CH:19]=[CH:18][C:17]=3[F:22])[CH2:9][C:8]=2[CH:7]=1)(=[O:4])[CH3:3], predict the reactants needed to synthesize it. The reactants are: [ClH:1].[C:2]([O:5][C:6]1[S:14][C:13]2[CH2:12][CH2:11][N:10]([CH:15]([C:23]([CH:25]3[CH2:27][CH2:26]3)=[O:24])[C:16]3[CH:21]=[CH:20][CH:19]=[CH:18][C:17]=3[F:22])[CH2:9][C:8]=2[CH:7]=1)(=[O:4])[CH3:3]. (9) Given the product [C:8]([NH:7][C@@H:3]1[CH2:4][CH2:5][CH2:6][N:1]([CH:24]2[CH2:25][CH2:26][N:21]([C:16]([O:18][CH2:19][CH3:20])=[O:17])[CH2:22][CH2:23]2)[CH2:2]1)(=[O:15])[C:9]1[CH:10]=[CH:11][CH:12]=[CH:13][CH:14]=1, predict the reactants needed to synthesize it. The reactants are: [NH:1]1[CH2:6][CH2:5][CH2:4][C@@H:3]([NH:7][C:8](=[O:15])[C:9]2[CH:14]=[CH:13][CH:12]=[CH:11][CH:10]=2)[CH2:2]1.[C:16]([N:21]1[CH2:26][CH2:25][C:24](=O)[CH2:23][CH2:22]1)([O:18][CH2:19][CH3:20])=[O:17].[N-]=C=O.